This data is from Catalyst prediction with 721,799 reactions and 888 catalyst types from USPTO. The task is: Predict which catalyst facilitates the given reaction. (1) Reactant: C(OC([N:11]1[CH2:17][CH2:16][C:15]2[CH2:18][C:19]([C:21]3[CH:26]=[CH:25][CH:24]=[CH:23][N:22]=3)=[CH:20][C:14]=2[CH2:13][CH2:12]1)=O)C1C=CC=CC=1.[Si](I)(C)(C)C. Product: [N:22]1[CH:23]=[CH:24][CH:25]=[CH:26][C:21]=1[C:19]1[CH2:20][C:14]2[CH2:13][CH2:12][NH:11][CH2:17][CH2:16][C:15]=2[CH:18]=1. The catalyst class is: 23. (2) Reactant: [ClH:1].[CH3:2][O:3][C:4]1[CH:9]=[CH:8][C:7]([C:10]2[CH:15]=[CH:14][C:13]([CH2:16][C@H:17]([NH:32][C:33]([C@H:35]3[CH2:40][CH2:39][C@H:38]([CH2:41][NH:42]C(=O)OC(C)(C)C)[CH2:37][CH2:36]3)=[O:34])[C:18](=[O:31])[NH:19][C:20]3[CH:25]=[CH:24][C:23]([C:26]4[N:27]=[N:28][NH:29][N:30]=4)=[CH:22][CH:21]=3)=[CH:12][CH:11]=2)=[C:6]([C:50]([F:53])([F:52])[F:51])[CH:5]=1. Product: [ClH:1].[NH2:42][CH2:41][C@H:38]1[CH2:39][CH2:40][C@H:35]([C:33]([NH:32][C@@H:17]([CH2:16][C:13]2[CH:12]=[CH:11][C:10]([C:7]3[CH:8]=[CH:9][C:4]([O:3][CH3:2])=[CH:5][C:6]=3[C:50]([F:51])([F:52])[F:53])=[CH:15][CH:14]=2)[C:18](=[O:31])[NH:19][C:20]2[CH:21]=[CH:22][C:23]([C:26]3[N:30]=[N:29][NH:28][N:27]=3)=[CH:24][CH:25]=2)=[O:34])[CH2:36][CH2:37]1. The catalyst class is: 12.